From a dataset of Forward reaction prediction with 1.9M reactions from USPTO patents (1976-2016). Predict the product of the given reaction. Given the reactants [Br:1][C:2]1[C:8]([C:9]([F:12])([F:11])[F:10])=[CH:7][C:5]([NH2:6])=[CH:4][C:3]=1[F:13].C(=O)([O-])[O-].[Ca+2].[C:19](Cl)(Cl)=[S:20], predict the reaction product. The product is: [Br:1][C:2]1[C:8]([C:9]([F:10])([F:11])[F:12])=[CH:7][C:5]([N:6]=[C:19]=[S:20])=[CH:4][C:3]=1[F:13].